From a dataset of Full USPTO retrosynthesis dataset with 1.9M reactions from patents (1976-2016). Predict the reactants needed to synthesize the given product. (1) Given the product [ClH:1].[Cl:1][C:2]1[CH:14]=[N:13][C:5]2[NH:6][C:7]3[CH2:12][CH2:11][N:10]([C:30]([C:29]4[CH:33]=[CH:34][C:26]([C:24]#[N:25])=[CH:27][CH:28]=4)=[O:31])[CH2:9][C:8]=3[C:4]=2[CH:3]=1, predict the reactants needed to synthesize it. The reactants are: [Cl:1][C:2]1[CH:14]=[N:13][C:5]2[NH:6][C:7]3[CH2:12][CH2:11][NH:10][CH2:9][C:8]=3[C:4]=2[CH:3]=1.CCN(C(C)C)C(C)C.[C:24]([C:26]1[CH:34]=[CH:33][C:29]([C:30](Cl)=[O:31])=[CH:28][CH:27]=1)#[N:25].Cl.CCOCC. (2) Given the product [Cl:1][C:2]1[N:7]=[CH:6][C:5]([NH:8][CH2:19][CH2:18][OH:17])=[C:4]([I:9])[CH:3]=1, predict the reactants needed to synthesize it. The reactants are: [Cl:1][C:2]1[N:7]=[CH:6][C:5]([NH2:8])=[C:4]([I:9])[CH:3]=1.[Si]([O:17][CH2:18][CH:19]=O)(C(C)(C)C)(C)C.FC(F)(F)C(O)=O.[BH3-]C#N.[Na+]. (3) Given the product [CH3:33][N:29]([C:26]1[CH:27]=[CH:28][C:23]([NH:11][C:7]2[N:8]=[CH:9][C:10]3=[C:2]([CH3:1])[N:3]=[C:4]([C:12]4[CH:17]=[CH:16][CH:15]=[C:14]([C:18]([F:21])([F:19])[F:20])[CH:13]=4)[N:5]3[N:6]=2)=[CH:24][CH:25]=1)[C:30]([NH2:32])=[O:31], predict the reactants needed to synthesize it. The reactants are: [CH3:1][C:2]1[N:3]=[C:4]([C:12]2[CH:17]=[CH:16][CH:15]=[C:14]([C:18]([F:21])([F:20])[F:19])[CH:13]=2)[N:5]2[C:10]=1[CH:9]=[N:8][C:7]([NH2:11])=[N:6]2.Br[C:23]1[CH:28]=[CH:27][C:26]([N:29]([CH3:33])[C:30]([NH2:32])=[O:31])=[CH:25][CH:24]=1.C(P(C(C)(C)C)C1C=CC=CC=1C1C=CC=CC=1)(C)(C)C.CC([O-])(C)C.[Na+].